Dataset: Forward reaction prediction with 1.9M reactions from USPTO patents (1976-2016). Task: Predict the product of the given reaction. (1) Given the reactants [NH2:1][C:2]1[CH:7]=[CH:6][C:5]([N:8]2[C:12]3[N:13]=[CH:14][N:15]([CH2:18][C:19]4([OH:30])[CH2:24][CH2:23][N:22]([C:25]([CH:27]5[CH2:29][CH2:28]5)=[O:26])[CH2:21][CH2:20]4)[C:16](=[O:17])[C:11]=3[CH:10]=[N:9]2)=[CH:4][CH:3]=1.C(N(CC)C(C)C)(C)C.[CH3:40][NH:41][S:42](Cl)(=[O:44])=[O:43], predict the reaction product. The product is: [CH:27]1([C:25]([N:22]2[CH2:23][CH2:24][C:19]([CH2:18][N:15]3[C:16](=[O:17])[C:11]4[CH:10]=[N:9][N:8]([C:5]5[CH:4]=[CH:3][C:2]([NH:1][S:42](=[O:44])(=[O:43])[NH:41][CH3:40])=[CH:7][CH:6]=5)[C:12]=4[N:13]=[CH:14]3)([OH:30])[CH2:20][CH2:21]2)=[O:26])[CH2:28][CH2:29]1. (2) Given the reactants C([O:5][C:6](=[O:26])[C:7]([S:10][C:11]1[S:12][CH:13]=[C:14]([CH2:16][CH2:17][NH:18][CH2:19][CH2:20][CH2:21][CH2:22][CH2:23][CH2:24][CH3:25])[N:15]=1)([CH3:9])[CH3:8])(C)(C)C.Cl[C:28]1[O:29][C:30]2[C:31]([N:36]=1)=[N:32][CH:33]=[CH:34][CH:35]=2.[F:37][C:38]([F:43])([F:42])[C:39]([OH:41])=[O:40], predict the reaction product. The product is: [F:37][C:38]([F:43])([F:42])[C:39]([OH:41])=[O:40].[CH2:19]([N:18]([C:28]1[O:29][C:30]2[C:31]([N:36]=1)=[N:32][CH:33]=[CH:34][CH:35]=2)[CH2:17][CH2:16][C:14]1[N:15]=[C:11]([S:10][C:7]([CH3:8])([CH3:9])[C:6]([OH:5])=[O:26])[S:12][CH:13]=1)[CH2:20][CH2:21][CH2:22][CH2:23][CH2:24][CH3:25]. (3) Given the reactants [NH2:1][C:2]1[CH:3]=[CH:4][C:5]([Cl:8])=[N:6][CH:7]=1.[F:9][B-:10]([F:13])([F:12])[F:11].[H+].[N:15](OC(C)(C)C)=O.C(OCC)C, predict the reaction product. The product is: [F:9][B-:10]([F:13])([F:12])[F:11].[Cl:8][C:5]1[N:6]=[CH:7][C:2]([N+:1]#[N:15])=[CH:3][CH:4]=1.